This data is from Reaction yield outcomes from USPTO patents with 853,638 reactions. The task is: Predict the reaction yield, written as a fraction of the theoretical maximum amount of product (1.0 means a 100% yield; for example, 0.34 means a 34% yield). (1) The reactants are [CH3:1][C:2]1[N:7]=[CH:6][C:5]([C:8]#[C:9][C:10]2[CH2:11][CH2:12][N:13](C(OC(C)(C)C)=O)[CH2:14][CH:15]=2)=[CH:4][N:3]=1.C(O)(C(F)(F)F)=O.C(N(C(C)C)C(C)C)C.[CH3:39][C@@:40]1([CH2:47][S:48](Cl)(=[O:50])=[O:49])[C:44](=[O:45])[NH:43][C:42](=[O:46])[NH:41]1. The catalyst is CCO.CN(C=O)C. The product is [CH3:39][C@:40]1([CH2:47][S:48]([N:13]2[CH2:14][CH:15]=[C:10]([C:9]#[C:8][C:5]3[CH:6]=[N:7][C:2]([CH3:1])=[N:3][CH:4]=3)[CH2:11][CH2:12]2)(=[O:50])=[O:49])[NH:41][C:42](=[O:46])[NH:43][C:44]1=[O:45]. The yield is 0.300. (2) The reactants are F[C:2]1C=C(OC2N=CC=C3C=CN(C)C=23)C=CC=1N.[NH:20]1[C:24]2=[C:25]([O:29][C:30]3[CH:35]=[CH:34][C:33]([NH:36][C:37]([NH:39][C:40](=[O:48])[CH2:41][C:42]4[CH:47]=[CH:46][CH:45]=[CH:44][CH:43]=4)=[S:38])=[CH:32][C:31]=3[F:49])[N:26]=[CH:27][CH:28]=[C:23]2[CH:22]=[CH:21]1. No catalyst specified. The product is [F:49][C:31]1[CH:32]=[C:33]([NH:36][C:37]([NH:39][C:40](=[O:48])[CH2:41][C:42]2[CH:43]=[CH:44][CH:45]=[CH:46][CH:47]=2)=[S:38])[CH:34]=[CH:35][C:30]=1[O:29][C:25]1[N:26]=[CH:27][CH:28]=[C:23]2[CH:22]=[CH:21][N:20]([CH3:2])[C:24]=12. The yield is 0.870. (3) The catalyst is N1C=CC=CC=1. The yield is 0.890. The product is [CH3:11][C:12]1[CH:17]=[CH:16][C:15]([S:18]([O:10][CH2:9][CH2:8][CH2:7][CH2:6][CH2:5][CH2:4][N:1]=[N+:2]=[N-:3])(=[O:20])=[O:19])=[CH:14][CH:13]=1. The reactants are [N:1]([CH2:4][CH2:5][CH2:6][CH2:7][CH2:8][CH2:9][OH:10])=[N+:2]=[N-:3].[CH3:11][C:12]1[CH:17]=[CH:16][C:15]([S:18](Cl)(=[O:20])=[O:19])=[CH:14][CH:13]=1. (4) The reactants are [N:1]1[CH:6]=[CH:5][CH:4]=[C:3]([O:7][C:8]2[N:16]=[CH:15][CH:14]=[CH:13][C:9]=2[C:10](Cl)=[O:11])[CH:2]=1.[F:17][C:18]([F:29])([F:28])[C:19]1[CH:20]=[C:21]([CH:25]=[CH:26][CH:27]=1)[CH:22]=[N:23][NH2:24]. The catalyst is C1COCC1.CCN(CC)CC. The product is [F:17][C:18]([F:28])([F:29])[C:19]1[CH:20]=[C:21]([CH:25]=[CH:26][CH:27]=1)[CH:22]=[N:23][NH:24][C:10]([C:9]1[C:8]([O:7][C:3]2[CH:2]=[N:1][CH:6]=[CH:5][CH:4]=2)=[N:16][CH:15]=[CH:14][CH:13]=1)=[O:11]. The yield is 0.550.